From a dataset of Reaction yield outcomes from USPTO patents with 853,638 reactions. Predict the reaction yield, written as a fraction of the theoretical maximum amount of product (1.0 means a 100% yield; for example, 0.34 means a 34% yield). (1) The reactants are Br[C:2]1[CH:3]=[C:4]([OH:21])[C:5]([C:12]([NH:14][CH2:15][C:16]([O:18]CC)=[O:17])=[O:13])=[C:6]2[C:11]=1[N:10]=[CH:9][CH:8]=[N:7]2.[F:22][C:23]1[CH:24]=[C:25](B(O)O)[CH:26]=[CH:27][C:28]=1[F:29].C(=O)([O-])[O-].[K+].[K+].[OH-].[Na+]. The catalyst is O1CCOCC1.O.CO.C1C=CC([P]([Pd]([P](C2C=CC=CC=2)(C2C=CC=CC=2)C2C=CC=CC=2)([P](C2C=CC=CC=2)(C2C=CC=CC=2)C2C=CC=CC=2)[P](C2C=CC=CC=2)(C2C=CC=CC=2)C2C=CC=CC=2)(C2C=CC=CC=2)C2C=CC=CC=2)=CC=1. The product is [F:22][C:23]1[CH:24]=[C:25]([C:2]2[CH:3]=[C:4]([OH:21])[C:5]([C:12]([NH:14][CH2:15][C:16]([OH:18])=[O:17])=[O:13])=[C:6]3[C:11]=2[N:10]=[CH:9][CH:8]=[N:7]3)[CH:26]=[CH:27][C:28]=1[F:29]. The yield is 0.187. (2) The reactants are C([O:3][C:4]([CH:6]1[CH2:11][CH2:10][N:9]([C:12](=[O:38])[C:13]2[CH:18]=[CH:17][C:16]([S:19](=[O:37])(=[O:36])[NH:20][C:21]3[CH:26]=[CH:25][CH:24]=[CH:23][C:22]=3[O:27][C:28]3[CH:33]=[CH:32][C:31]([Cl:34])=[CH:30][C:29]=3[Cl:35])=[CH:15][CH:14]=2)[CH2:8][CH2:7]1)=[O:5])C.O.CO. The catalyst is O1CCCC1. The product is [Cl:35][C:29]1[CH:30]=[C:31]([Cl:34])[CH:32]=[CH:33][C:28]=1[O:27][C:22]1[CH:23]=[CH:24][CH:25]=[CH:26][C:21]=1[NH:20][S:19]([C:16]1[CH:17]=[CH:18][C:13]([C:12]([N:9]2[CH2:8][CH2:7][CH:6]([C:4]([OH:5])=[O:3])[CH2:11][CH2:10]2)=[O:38])=[CH:14][CH:15]=1)(=[O:36])=[O:37]. The yield is 0.790. (3) The reactants are [NH:1]([C:13]([O:15][CH2:16][C:17]1[CH:22]=[CH:21][CH:20]=[CH:19][CH:18]=1)=[O:14])[C@H:2]([C:10](O)=[O:11])[CH2:3][C:4]1[CH:9]=[CH:8][CH:7]=[CH:6][CH:5]=1.C1C2C3C(=O)[N:32](O)C(=O)C3C1C=C2.CCN=C=NCCCN(C)C.Cl.N. The catalyst is CC#N.CN(C=O)C. The product is [NH:1]([C:13]([O:15][CH2:16][C:17]1[CH:22]=[CH:21][CH:20]=[CH:19][CH:18]=1)=[O:14])[C@H:2]([C:10]([NH2:32])=[O:11])[CH2:3][C:4]1[CH:9]=[CH:8][CH:7]=[CH:6][CH:5]=1. The yield is 0.990. (4) The reactants are [F:1][C:2]1([F:17])[CH2:16][CH2:15][C:5]2([CH2:9][NH:8][C@H:7]([C:10]([O:12]CC)=[O:11])[CH2:6]2)[CH2:4][CH2:3]1.CN(C(ON1N=NC2C=CC=NC1=2)=[N+](C)C)C.F[P-](F)(F)(F)(F)F.[CH3:42][O:43][C:44]([NH:46][C@H:47]([C:51](O)=[O:52])[CH:48]([CH3:50])[CH3:49])=[O:45].C(N(CC)CC)C. The catalyst is C(Cl)Cl. The yield is 0.930. The product is [F:17][C:2]1([F:1])[CH2:3][CH2:4][C:5]2([CH2:9][N:8]([C:51](=[O:52])[C@H:47]([CH:48]([CH3:49])[CH3:50])[NH:46][C:44]([O:43][CH3:42])=[O:45])[C@H:7]([C:10]([OH:12])=[O:11])[CH2:6]2)[CH2:15][CH2:16]1. (5) The reactants are [Br:1][C:2]1[CH:7]=[CH:6][C:5]([OH:8])=[CH:4][C:3]=1[CH3:9].[O:10]1[CH:15]=[CH:14][CH2:13][CH2:12][CH2:11]1. The catalyst is C(OCC)C. The product is [Br:1][C:2]1[CH:7]=[CH:6][C:5]([O:8][CH:11]2[CH2:12][CH2:13][CH2:14][CH2:15][O:10]2)=[CH:4][C:3]=1[CH3:9]. The yield is 0.570. (6) The reactants are C[O:2][C:3](=[O:26])[C:4]1[CH:9]=[CH:8][C:7]([O:10][CH2:11][CH2:12][N:13]2[CH2:18][CH2:17][N:16]([CH2:19][CH2:20][C:21]([CH3:24])([CH3:23])[CH3:22])[CH2:15][CH2:14]2)=[C:6]([CH3:25])[CH:5]=1.[OH-].[Na+]. The catalyst is O1CCOCC1. The product is [CH3:22][C:21]([CH3:24])([CH3:23])[CH2:20][CH2:19][N:16]1[CH2:17][CH2:18][N:13]([CH2:12][CH2:11][O:10][C:7]2[CH:8]=[CH:9][C:4]([C:3]([OH:26])=[O:2])=[CH:5][C:6]=2[CH3:25])[CH2:14][CH2:15]1. The yield is 1.00. (7) The reactants are Cl[C:2]1[C:13]([C:14]#[N:15])=[CH:12][C:5]([C:6]([O:8][CH:9]2[CH2:11][CH2:10]2)=[O:7])=[C:4]([CH3:16])[N:3]=1.Cl.[CH2:18]([S:25]([NH:28][C:29]([CH:31]1[CH2:36][CH2:35][NH:34][CH2:33][CH2:32]1)=[O:30])(=[O:27])=[O:26])[C:19]1[CH:24]=[CH:23][CH:22]=[CH:21][CH:20]=1.CCN(C(C)C)C(C)C.CCOC(C)=O. The catalyst is CCO.CC(O)=O. The product is [CH2:18]([S:25]([NH:28][C:29]([CH:31]1[CH2:36][CH2:35][N:34]([C:2]2[C:13]([C:14]#[N:15])=[CH:12][C:5]([C:6]([O:8][CH:9]3[CH2:11][CH2:10]3)=[O:7])=[C:4]([CH3:16])[N:3]=2)[CH2:33][CH2:32]1)=[O:30])(=[O:26])=[O:27])[C:19]1[CH:20]=[CH:21][CH:22]=[CH:23][CH:24]=1. The yield is 0.572. (8) The reactants are Br[C:2]1[CH:22]=[CH:21][C:5]([C:6]([N:8]2[CH2:13][CH2:12][N:11]([C:14]([O:16][C:17]([CH3:20])([CH3:19])[CH3:18])=[O:15])[CH2:10][CH2:9]2)=[O:7])=[CH:4][CH:3]=1.[Cl:23][C:24]1[CH:29]=[CH:28][C:27](B(O)O)=[C:26]([F:33])[CH:25]=1.C(=O)([O-])[O-].[Na+].[Na+]. The catalyst is O1CCOCC1.O.C1C=CC([P]([Pd]([P](C2C=CC=CC=2)(C2C=CC=CC=2)C2C=CC=CC=2)([P](C2C=CC=CC=2)(C2C=CC=CC=2)C2C=CC=CC=2)[P](C2C=CC=CC=2)(C2C=CC=CC=2)C2C=CC=CC=2)(C2C=CC=CC=2)C2C=CC=CC=2)=CC=1. The product is [Cl:23][C:24]1[CH:29]=[CH:28][C:27]([C:21]2[C:5]([C:6]([N:8]3[CH2:13][CH2:12][N:11]([C:14]([O:16][C:17]([CH3:20])([CH3:19])[CH3:18])=[O:15])[CH2:10][CH2:9]3)=[O:7])=[CH:4][CH:3]=[CH:2][CH:22]=2)=[C:26]([F:33])[CH:25]=1. The yield is 0.970.